The task is: Predict the reactants needed to synthesize the given product.. This data is from Full USPTO retrosynthesis dataset with 1.9M reactions from patents (1976-2016). Given the product [CH3:9][N:6]1[CH2:7][CH2:8][CH:3]([CH2:2][OH:1])[CH2:4][CH2:5]1, predict the reactants needed to synthesize it. The reactants are: [OH:1][CH2:2][CH:3]1[CH2:8][CH2:7][N:6]([C:9](OC(C)(C)C)=O)[CH2:5][CH2:4]1.[H-].[H-].[H-].[H-].[Li+].[Al+3].